From a dataset of Reaction yield outcomes from USPTO patents with 853,638 reactions. Predict the reaction yield, written as a fraction of the theoretical maximum amount of product (1.0 means a 100% yield; for example, 0.34 means a 34% yield). (1) The reactants are [NH2:1][C:2]1[CH:3]=[C:4]([CH:8]=[CH:9][C:10]=1[Br:11])[C:5]([OH:7])=O.[C:12]1([C:19]2[CH:24]=[CH:23][CH:22]=[CH:21][CH:20]=2)[CH:17]=[CH:16][C:15]([NH2:18])=[CH:14][CH:13]=1.C(N(C(C)C)CC)(C)C.O. The catalyst is CN(C=O)C. The product is [NH2:1][C:2]1[CH:3]=[C:4]([CH:8]=[CH:9][C:10]=1[Br:11])[C:5]([NH:18][C:15]1[CH:14]=[CH:13][C:12]([C:19]2[CH:24]=[CH:23][CH:22]=[CH:21][CH:20]=2)=[CH:17][CH:16]=1)=[O:7]. The yield is 0.790. (2) The reactants are Cl[C:2]1[N:11]=[CH:10][C:9]2[N:8]([CH3:12])[C:7](=[O:13])[C@@H:6]([CH2:14][CH3:15])[N:5]([CH:16]3[CH2:20][CH2:19][CH2:18][CH2:17]3)[C:4]=2[N:3]=1.[NH2:21][C:22]1[CH:45]=[CH:44][C:25]([CH2:26][C@@H:27]([C:36]([O:38][CH:39]2[CH2:43][CH2:42][CH2:41][CH2:40]2)=[O:37])[NH:28][C:29]([O:31][C:32]([CH3:35])([CH3:34])[CH3:33])=[O:30])=[CH:24][CH:23]=1. The catalyst is C(OCCO)C. The product is [C:32]([O:31][C:29]([NH:28][C@H:27]([C:36]([O:38][CH:39]1[CH2:40][CH2:41][CH2:42][CH2:43]1)=[O:37])[CH2:26][C:25]1[CH:24]=[CH:23][C:22]([NH:21][C:2]2[N:11]=[CH:10][C:9]3[N:8]([CH3:12])[C:7](=[O:13])[C@@H:6]([CH2:14][CH3:15])[N:5]([CH:16]4[CH2:20][CH2:19][CH2:18][CH2:17]4)[C:4]=3[N:3]=2)=[CH:45][CH:44]=1)=[O:30])([CH3:35])([CH3:33])[CH3:34]. The yield is 0.430. (3) The reactants are [C:1]([C:5]1[N:10]=[C:9]([C:11]([CH3:14])([CH3:13])[CH3:12])[CH:8]=[C:7]([N:15]2[CH2:20][CH2:19][N:18]([CH2:21][CH2:22][CH2:23][S:24][C:25]3[N:29]([CH3:30])[C:28]([CH3:31])=[N:27][N:26]=3)[CH2:17][CH2:16]2)[N:6]=1)([CH3:4])([CH3:3])[CH3:2].[S:32](=[O:36])(=[O:35])([OH:34])[OH:33].C(OCC)(=O)C. The catalyst is C(O)(C)C. The product is [S:32]([OH:36])([OH:35])(=[O:34])=[O:33].[C:1]([C:5]1[N:10]=[C:9]([C:11]([CH3:13])([CH3:12])[CH3:14])[CH:8]=[C:7]([N:15]2[CH2:16][CH2:17][N:18]([CH2:21][CH2:22][CH2:23][S:24][C:25]3[N:29]([CH3:30])[C:28]([CH3:31])=[N:27][N:26]=3)[CH2:19][CH2:20]2)[N:6]=1)([CH3:2])([CH3:3])[CH3:4]. The yield is 0.869. (4) The reactants are [N:1]1[CH:6]=[CH:5][CH:4]=[CH:3][C:2]=1[C:7]1[O:11][CH:10]=[N:9][CH:8]=1.[C:12]1([CH2:22][CH2:23][CH2:24][CH2:25][CH2:26][CH2:27][C:28](O)=[O:29])[C:21]2[C:16](=[CH:17][CH:18]=[CH:19][CH:20]=2)[CH:15]=[CH:14][CH:13]=1. No catalyst specified. The product is [O:29]=[C:28]([C:10]1[O:11][C:7]([C:2]2[CH:3]=[CH:4][CH:5]=[CH:6][N:1]=2)=[CH:8][N:9]=1)[CH2:27][CH2:26][CH2:25][CH2:24][CH2:23][CH2:22][C:12]1[C:21]2[C:16](=[CH:17][CH:18]=[CH:19][CH:20]=2)[CH:15]=[CH:14][CH:13]=1. The yield is 0.210. (5) The reactants are C[O:2][C:3]([C:5]1([C:8]2[CH:9]=[CH:10][C:11]3[O:15][CH:14]=[N:13][C:12]=3[CH:16]=2)[CH2:7][CH2:6]1)=[O:4].[Al+3].[Cl-].[Cl-].[Cl-].O. The catalyst is CCS. The product is [O:15]1[C:11]2[CH:10]=[CH:9][C:8]([C:5]3([C:3]([OH:4])=[O:2])[CH2:7][CH2:6]3)=[CH:16][C:12]=2[N:13]=[CH:14]1. The yield is 0.110. (6) The reactants are [CH2:1]([NH2:8])C1C=CC=CC=1.Cl.CN.[C:12]([C:15]1[S:19][C:18]([N:20]2[CH2:24][CH2:23][N:22]([CH2:25][C:26]3[CH:27]=[C:28]([CH:32]=[CH:33][CH:34]=3)[C:29]([OH:31])=O)[C:21]2=[O:35])=[N:17][C:16]=1[CH3:36])(=[O:14])[CH3:13]. No catalyst specified. The product is [C:12]([C:15]1[S:19][C:18]([N:20]2[CH2:24][CH2:23][N:22]([CH2:25][C:26]3[CH:27]=[C:28]([CH:32]=[CH:33][CH:34]=3)[C:29]([NH:8][CH3:1])=[O:31])[C:21]2=[O:35])=[N:17][C:16]=1[CH3:36])(=[O:14])[CH3:13]. The yield is 0.850.